From a dataset of Reaction yield outcomes from USPTO patents with 853,638 reactions. Predict the reaction yield, written as a fraction of the theoretical maximum amount of product (1.0 means a 100% yield; for example, 0.34 means a 34% yield). (1) The catalyst is C1COCC1. The reactants are Br[C:2]1[CH:7]=[CH:6][CH:5]=[CH:4][CH:3]=1.[CH3:8][O:9][C:10]1[CH:15]=[CH:14][C:13](B(O)O)=[CH:12][CH:11]=1.[F-].[K+]. The product is [CH3:8][O:9][C:10]1[CH:15]=[CH:14][C:13]([C:2]2[CH:7]=[CH:6][CH:5]=[CH:4][CH:3]=2)=[CH:12][CH:11]=1. The yield is 0.950. (2) The reactants are [NH2:1][C:2]1[C:19]([O:20][CH3:21])=[CH:18][C:5]2[CH2:6][CH2:7][N:8]([CH2:11][C@H:12]([OH:17])[C:13]([F:16])([F:15])[F:14])[CH2:9][CH2:10][C:4]=2[CH:3]=1.Cl[C:23]1[N:28]=[C:27]([NH:29][C:30]2[CH:35]=[CH:34][C:33]([N:36]3[CH2:41][CH2:40][O:39][CH2:38][CH2:37]3)=[CH:32][C:31]=2[O:42][CH3:43])[C:26]([Cl:44])=[CH:25][N:24]=1.C12(CS(O)(=O)=O)C(C)(C)C(CC1)CC2=O.C(=O)(O)[O-].[Na+]. No catalyst specified. The product is [Cl:44][C:26]1[C:27]([NH:29][C:30]2[CH:35]=[CH:34][C:33]([N:36]3[CH2:37][CH2:38][O:39][CH2:40][CH2:41]3)=[CH:32][C:31]=2[O:42][CH3:43])=[N:28][C:23]([NH:1][C:2]2[C:19]([O:20][CH3:21])=[CH:18][C:5]3[CH2:6][CH2:7][N:8]([CH2:11][C@H:12]([OH:17])[C:13]([F:14])([F:15])[F:16])[CH2:9][CH2:10][C:4]=3[CH:3]=2)=[N:24][CH:25]=1. The yield is 0.360. (3) No catalyst specified. The reactants are [CH3:1][C:2]1[NH:7][C:6](=[O:8])[C:5]([CH2:9][C:10]#[CH:11])=[C:4]([OH:12])[N:3]=1.S(=O)(=O)(O)O. The product is [CH3:1][C:2]1[NH:3][C:4](=[O:12])[C:5]2[CH:9]=[C:10]([CH3:11])[O:8][C:6]=2[N:7]=1. The yield is 0.830. (4) The reactants are [OH:1][C:2]1[C:3]([O:13][CH3:14])=[C:4]([NH:8][S:9]([CH3:12])(=[O:11])=[O:10])[CH:5]=[CH:6][CH:7]=1.F[C:16]1[CH:21]=[CH:20][C:19]([F:22])=[CH:18][C:17]=1[N+:23]([O-:25])=[O:24].[NH2:26][C:27]1[CH:46]=[C:45]([F:47])[CH:44]=[CH:43][C:28]=1[O:29][C:30]1[C:31]([O:41][CH3:42])=[C:32]([NH:36][S:37]([CH3:40])(=[O:39])=[O:38])[CH:33]=[CH:34][CH:35]=1.[NH2:48][C:49]1[S:50][CH:51]=[CH:52][N:53]=1. No catalyst specified. The product is [F:22][C:19]1[CH:20]=[CH:21][C:16]([O:1][C:2]2[C:3]([O:13][CH3:14])=[C:4]([NH:8][S:9]([CH3:12])(=[O:11])=[O:10])[CH:5]=[CH:6][CH:7]=2)=[C:17]([N+:23]([O-:25])=[O:24])[CH:18]=1.[F:47][C:45]1[CH:44]=[CH:43][C:28]([O:29][C:30]2[C:31]([O:41][CH3:42])=[C:32]([NH:36][S:37]([CH3:40])(=[O:38])=[O:39])[CH:33]=[CH:34][CH:35]=2)=[C:27]([NH:26][C:2]([NH:48][C:49]2[S:50][CH:51]=[CH:52][N:53]=2)=[O:1])[CH:46]=1. The yield is 0.480. (5) The reactants are [N+:1]([C:4]1[CH:20]=[CH:19][C:7]([C:8]([C:10]2[CH:18]=[CH:17][C:13]([C:14]([OH:16])=[O:15])=[CH:12][CH:11]=2)=[O:9])=[CH:6][CH:5]=1)([O-:3])=[O:2].S(=O)(=O)(O)O.[CH3:26]O. No catalyst specified. The product is [CH3:26][O:15][C:14](=[O:16])[C:13]1[CH:17]=[CH:18][C:10]([C:8](=[O:9])[C:7]2[CH:19]=[CH:20][C:4]([N+:1]([O-:3])=[O:2])=[CH:5][CH:6]=2)=[CH:11][CH:12]=1. The yield is 0.940. (6) The reactants are [Cl:1][C:2]1[CH:3]=[CH:4][C:5]([NH:8][C:9]([C:11]2[CH:16]=[C:15]([Cl:17])[CH:14]=[C:13]([O:18][CH3:19])[C:12]=2[NH2:20])=[O:10])=[N:6][CH:7]=1.[C:21]([C:23]1[CH:31]=[CH:30][C:26]([C:27](Cl)=[O:28])=[C:25](F)[CH:24]=1)#[N:22].CCCCCC. The catalyst is C1COCC1. The product is [Cl:1][C:2]1[CH:3]=[CH:4][C:5]([NH:8][C:9]([C:11]2[CH:16]=[C:15]([Cl:17])[CH:14]=[C:13]([O:18][CH3:19])[C:12]=2[NH:20][C:27]([C:26]2[CH:30]=[CH:31][C:23]([C:21]#[N:22])=[CH:24][CH:25]=2)=[O:28])=[O:10])=[N:6][CH:7]=1. The yield is 0.980.